Dataset: Forward reaction prediction with 1.9M reactions from USPTO patents (1976-2016). Task: Predict the product of the given reaction. (1) Given the reactants [H-].[Na+].[Br:3][C:4]1[CH:5]=[C:6]2[C:10](=[CH:11][CH:12]=1)[NH:9][CH:8]=[C:7]2[CH2:13][C:14]([OH:16])=[O:15].Br[CH2:18][CH2:19][CH2:20][CH2:21][CH2:22][CH2:23][CH2:24][CH3:25].CCOCC, predict the reaction product. The product is: [Br:3][C:4]1[CH:5]=[C:6]2[C:10](=[CH:11][CH:12]=1)[N:9]([CH2:18][CH2:19][CH2:20][CH2:21][CH2:22][CH2:23][CH2:24][CH3:25])[CH:8]=[C:7]2[CH2:13][C:14]([OH:16])=[O:15]. (2) Given the reactants [OH:1][C:2]1[N:7]=[CH:6][C:5](B(O)O)=[CH:4][CH:3]=1.I[C:12]1[N:17]=[C:16]([NH2:18])[N:15]=[C:14]([NH:19][CH3:20])[CH:13]=1, predict the reaction product. The product is: [NH2:18][C:16]1[N:17]=[C:12]([C:5]2[CH:4]=[CH:3][C:2]([OH:1])=[N:7][CH:6]=2)[CH:13]=[C:14]([NH:19][CH3:20])[N:15]=1. (3) Given the reactants [C:1]([C:5]1[CH:9]=[C:8]([C:10]([CH3:13])([CH3:12])[CH3:11])[N:7]([CH2:14][C:15]2[CH:16]=[C:17]([CH:34]=[CH:35][C:36]=2[O:37][CH2:38][CH:39]([CH3:41])[CH3:40])[CH2:18][NH:19][C:20]2[CH:25]=[CH:24][C:23]([CH2:26][CH2:27][C:28]([O:30]CC)=[O:29])=[C:22]([F:33])[CH:21]=2)[N:6]=1)([CH3:4])([CH3:3])[CH3:2].CO.[OH-].[Na+].Cl, predict the reaction product. The product is: [C:1]([C:5]1[CH:9]=[C:8]([C:10]([CH3:11])([CH3:13])[CH3:12])[N:7]([CH2:14][C:15]2[CH:16]=[C:17]([CH:34]=[CH:35][C:36]=2[O:37][CH2:38][CH:39]([CH3:41])[CH3:40])[CH2:18][NH:19][C:20]2[CH:25]=[CH:24][C:23]([CH2:26][CH2:27][C:28]([OH:30])=[O:29])=[C:22]([F:33])[CH:21]=2)[N:6]=1)([CH3:2])([CH3:3])[CH3:4]. (4) The product is: [O:39]1[CH:40]=[CH:41][C:37]([C@H:16]([C:17]2[CH:22]=[CH:21][C:20]([O:23][CH2:24][CH2:25][O:26][C:27]3[CH:32]=[CH:31][C:30]([C:33]([F:35])([F:34])[F:36])=[CH:29][CH:28]=3)=[CH:19][CH:18]=2)[CH2:15][C:14]([OH:42])=[O:43])=[N:38]1. Given the reactants C([C@H]1COC(=O)N1[C:14](=[O:42])[CH2:15][C@H:16]([C:37]1[CH:41]=[CH:40][O:39][N:38]=1)[C:17]1[CH:22]=[CH:21][C:20]([O:23][CH2:24][CH2:25][O:26][C:27]2[CH:32]=[CH:31][C:30]([C:33]([F:36])([F:35])[F:34])=[CH:29][CH:28]=2)=[CH:19][CH:18]=1)C1C=CC=CC=1.[OH:43]O.[OH-].[Li+].Cl, predict the reaction product. (5) The product is: [C:26]([C:23]([CH3:25])([CH3:24])[CH2:22][C:18]1[CH:17]=[C:16]([CH:21]=[CH:20][CH:19]=1)[C:15]([C:11]1[CH:10]=[C:9]([CH2:8][C:7]([CH3:33])([CH3:32])[C:6]([OH:34])=[O:5])[CH:14]=[CH:13][CH:12]=1)=[O:31])([OH:28])=[O:27]. Given the reactants [OH-].[K+].C([O:5][C:6](=[O:34])[C:7]([CH3:33])([CH3:32])[CH2:8][C:9]1[CH:14]=[CH:13][CH:12]=[C:11]([C:15](=[O:31])[C:16]2[CH:21]=[CH:20][CH:19]=[C:18]([CH2:22][C:23]([C:26]([O:28]CC)=[O:27])([CH3:25])[CH3:24])[CH:17]=2)[CH:10]=1)C, predict the reaction product. (6) Given the reactants Cl.[CH:2]1([C:5]2[C:6]([N:25]([C:30]3[CH:35]=[CH:34][C:33]([B:36]([OH:38])O)=[C:32]([CH2:39][O:40]COC)[CH:31]=3)[S:26]([CH3:29])(=[O:28])=[O:27])=[CH:7][C:8]3[O:12][C:11]([C:13]4[CH:18]=[CH:17][C:16]([F:19])=[CH:15][CH:14]=4)=[C:10]([C:20](=[O:23])[NH:21][CH3:22])[C:9]=3[CH:24]=2)[CH2:4][CH2:3]1, predict the reaction product. The product is: [CH:2]1([C:5]2[C:6]([N:25]([C:30]3[CH:35]=[CH:34][C:33]4[B:36]([OH:38])[O:40][CH2:39][C:32]=4[CH:31]=3)[S:26]([CH3:29])(=[O:28])=[O:27])=[CH:7][C:8]3[O:12][C:11]([C:13]4[CH:14]=[CH:15][C:16]([F:19])=[CH:17][CH:18]=4)=[C:10]([C:20]([NH:21][CH3:22])=[O:23])[C:9]=3[CH:24]=2)[CH2:3][CH2:4]1.